Dataset: Reaction yield outcomes from USPTO patents with 853,638 reactions. Task: Predict the reaction yield, written as a fraction of the theoretical maximum amount of product (1.0 means a 100% yield; for example, 0.34 means a 34% yield). (1) The reactants are [Cl-].O[NH3+:3].[C:4](=[O:7])([O-])[OH:5].[Na+].CS(C)=O.[F:13][CH2:14][C:15]1[N:16]([C:40]2[CH:45]=[CH:44][C:43]([O:46][CH3:47])=[CH:42][CH:41]=2)[C:17](=[O:39])[C:18]([CH2:24][C:25]2[CH:30]=[CH:29][C:28]([C:31]3[C:32]([C:37]#[N:38])=[CH:33][CH:34]=[CH:35][CH:36]=3)=[CH:27][CH:26]=2)=[C:19]([CH2:21][CH2:22][CH3:23])[N:20]=1. The catalyst is C(OCC)(=O)C. The product is [F:13][CH2:14][C:15]1[N:16]([C:40]2[CH:41]=[CH:42][C:43]([O:46][CH3:47])=[CH:44][CH:45]=2)[C:17](=[O:39])[C:18]([CH2:24][C:25]2[CH:26]=[CH:27][C:28]([C:31]3[CH:36]=[CH:35][CH:34]=[CH:33][C:32]=3[C:37]3[NH:3][C:4](=[O:7])[O:5][N:38]=3)=[CH:29][CH:30]=2)=[C:19]([CH2:21][CH2:22][CH3:23])[N:20]=1. The yield is 0.360. (2) The reactants are [C:1](Cl)(=[O:7])[CH2:2][CH2:3][CH2:4][CH2:5][CH3:6].[SH:9][C:10]1[CH:15]=[CH:14][CH:13]=[CH:12][N:11]=1.[OH-].[Na+]. The catalyst is C(Cl)Cl. The product is [C:1](=[O:7])([S:9][C:10]1[CH:15]=[CH:14][CH:13]=[CH:12][N:11]=1)[CH2:2][CH2:3][CH2:4][CH2:5][CH3:6]. The yield is 0.880. (3) The reactants are [F:1][C:2]1[CH:7]=[CH:6][C:5]([S:8][C:9]2[N:10]=[C:11]([NH:18][C:19]3[N:23](CC4C=CC(OC)=CC=4)[N:22]=[C:21]([CH3:33])[CH:20]=3)[C:12]3[CH:17]=[CH:16][NH:15][C:13]=3[N:14]=2)=[CH:4][CH:3]=1.FC1C=CC(SC2N=C(NC3N(CC4C=CC(OC)=CC=4)N=CC=3)C3C=CNC=3N=2)=CC=1. No catalyst specified. The product is [F:1][C:2]1[CH:7]=[CH:6][C:5]([S:8][C:9]2[N:10]=[C:11]([NH:18][C:19]3[CH:20]=[C:21]([CH3:33])[NH:22][N:23]=3)[C:12]3[CH:17]=[CH:16][NH:15][C:13]=3[N:14]=2)=[CH:4][CH:3]=1. The yield is 0.510. (4) The reactants are [CH:1]([C:3]1[CH:11]=[CH:10][CH:9]=[CH:8][C:4]=1[C:5]([OH:7])=[O:6])=[O:2].[C:12]1([CH2:18][CH2:19]O)[CH:17]=[CH:16][CH:15]=[CH:14][CH:13]=1.C1CCC(N=C=NC2CCCCC2)CC1. The catalyst is CN(C1C=CN=CC=1)C.ClCCl. The product is [CH:1]([C:3]1[CH:11]=[CH:10][CH:9]=[CH:8][C:4]=1[C:5]([O:7][CH2:19][CH2:18][C:12]1[CH:17]=[CH:16][CH:15]=[CH:14][CH:13]=1)=[O:6])=[O:2]. The yield is 0.110. (5) The reactants are C(O[C:6]([N:8]1[CH2:13][CH2:12][N:11](C2C(=O)N(CC(C)C)N=C(C3C=CC(C)=C(F)C=3)C=2C)[CH2:10][CH2:9]1)=O)(C)(C)C.[C:34]1([C:57]2[CH:62]=[CH:61][CH:60]=[CH:59][CH:58]=2)[CH:39]=[CH:38][C:37]([C:40]2[CH:41]=[C:42]([CH2:51]OS(C)(=O)=O)[C:43](=[O:50])[N:44]([CH2:46][CH:47]([CH3:49])[CH3:48])[N:45]=2)=[CH:36][CH:35]=1.CN1CCNCC1. No catalyst specified. The product is [C:34]1([C:57]2[CH:58]=[CH:59][CH:60]=[CH:61][CH:62]=2)[CH:39]=[CH:38][C:37]([C:40]2[CH:41]=[C:42]([CH2:51][N:11]3[CH2:12][CH2:13][N:8]([CH3:6])[CH2:9][CH2:10]3)[C:43](=[O:50])[N:44]([CH2:46][CH:47]([CH3:49])[CH3:48])[N:45]=2)=[CH:36][CH:35]=1. The yield is 0.682. (6) The reactants are [Br:1][CH2:2][CH2:3][CH2:4][C:5](Cl)=[O:6].[CH2:8]([NH2:20])[CH2:9][CH2:10][CH2:11][CH2:12][CH2:13][CH2:14][CH2:15][CH2:16][CH2:17][CH2:18][CH3:19].C(N(CC)CC)C. The catalyst is ClCCl. The product is [Br:1][CH2:2][CH2:3][CH2:4][C:5]([NH:20][CH2:8][CH2:9][CH2:10][CH2:11][CH2:12][CH2:13][CH2:14][CH2:15][CH2:16][CH2:17][CH2:18][CH3:19])=[O:6]. The yield is 0.887.